Dataset: Forward reaction prediction with 1.9M reactions from USPTO patents (1976-2016). Task: Predict the product of the given reaction. (1) Given the reactants [CH2:1]([O:3][C:4]([C:6]1[C:7]([CH2:25][NH2:26])=[N:8][N:9]([C:14]2[CH:19]=[CH:18][CH:17]=[C:16]([O:20][C:21]([F:24])([F:23])[F:22])[CH:15]=2)[C:10]=1[CH:11]1[CH2:13][CH2:12]1)=[O:5])[CH3:2].CCN(C(C)C)C(C)C.[C:36](Cl)(=[O:38])[CH3:37], predict the reaction product. The product is: [CH2:1]([O:3][C:4]([C:6]1[C:7]([CH2:25][NH:26][C:36](=[O:38])[CH3:37])=[N:8][N:9]([C:14]2[CH:19]=[CH:18][CH:17]=[C:16]([O:20][C:21]([F:23])([F:22])[F:24])[CH:15]=2)[C:10]=1[CH:11]1[CH2:12][CH2:13]1)=[O:5])[CH3:2]. (2) Given the reactants [F:1][C:2]1[CH:3]=[C:4]([C:8]2[O:12][N:11]=[C:10]([C:13]([NH:15][NH2:16])=[O:14])[CH:9]=2)[CH:5]=[CH:6][CH:7]=1.Cl.[N:18]([O-])=O.[Na+], predict the reaction product. The product is: [F:1][C:2]1[CH:3]=[C:4]([C:8]2[O:12][N:11]=[C:10]([C:13]([N:15]=[N+:16]=[N-:18])=[O:14])[CH:9]=2)[CH:5]=[CH:6][CH:7]=1. (3) Given the reactants [Cl:1][C:2]1[C:7]([O:8][CH3:9])=[CH:6][C:5]([Cl:10])=[CH:4][C:3]=1[SH:11].CN(C=O)C.C([O-])([O-])=O.[K+].[K+].Cl[CH2:24][C:25](=[O:31])[CH2:26][C:27]([O:29][CH3:30])=[O:28], predict the reaction product. The product is: [Cl:1][C:2]1[C:7]([O:8][CH3:9])=[CH:6][C:5]([Cl:10])=[CH:4][C:3]=1[S:11][CH2:24][C:25](=[O:31])[CH2:26][C:27]([O:29][CH3:30])=[O:28]. (4) Given the reactants [F:1][C:2]1[CH:3]=[C:4]([CH:34]=[C:35]([F:37])[CH:36]=1)[CH2:5][C:6]1[CH:7]=[C:8]2[C:12](=[CH:13][CH:14]=1)[NH:11][N:10]=[C:9]2[NH:15][C:16](=[O:33])[C:17]1[CH:22]=[CH:21][C:20]([CH2:23][N:24]2[CH2:29][CH2:28][CH2:27][CH2:26][CH2:25]2)=[CH:19][C:18]=1[N+:30]([O-])=O.[O-]S(S([O-])=O)=O.[Na+].[Na+], predict the reaction product. The product is: [NH2:30][C:18]1[CH:19]=[C:20]([CH2:23][N:24]2[CH2:25][CH2:26][CH2:27][CH2:28][CH2:29]2)[CH:21]=[CH:22][C:17]=1[C:16]([NH:15][C:9]1[C:8]2[C:12](=[CH:13][CH:14]=[C:6]([CH2:5][C:4]3[CH:34]=[C:35]([F:37])[CH:36]=[C:2]([F:1])[CH:3]=3)[CH:7]=2)[NH:11][N:10]=1)=[O:33]. (5) Given the reactants [N+:1]([C:4]1[NH:8][N:7]=[C:6]([C:9]([O:11][CH2:12][CH3:13])=[O:10])[CH:5]=1)([O-])=O, predict the reaction product. The product is: [NH2:1][C:4]1[NH:8][N:7]=[C:6]([C:9]([O:11][CH2:12][CH3:13])=[O:10])[CH:5]=1. (6) Given the reactants [CH2:1]([C:3]1[CH:23]=[CH:22][CH:21]=[C:20]([CH3:24])[C:4]=1[CH2:5][NH:6][C:7]1[C:8]2[N:9]([C:16]([CH3:19])=[N:17][N:18]=2)[CH:10]=[C:11]([C:13](O)=[O:14])[CH:12]=1)[CH3:2].C1N=[CH:28][N:27](C(N2C=NC=C2)=O)[CH:26]=1.CNC, predict the reaction product. The product is: [CH2:1]([C:3]1[CH:23]=[CH:22][CH:21]=[C:20]([CH3:24])[C:4]=1[CH2:5][NH:6][C:7]1[C:8]2[N:9]([C:16]([CH3:19])=[N:17][N:18]=2)[CH:10]=[C:11]([C:13]([N:27]([CH3:28])[CH3:26])=[O:14])[CH:12]=1)[CH3:2]. (7) Given the reactants [Cl:1][C:2]1[CH:7]=[CH:6][C:5]([C:8]([C:27]2[CH:36]=[CH:35][CH:34]=[C:33]3[C:28]=2[CH:29]=[CH:30][C:31]([O:37][CH3:38])=[N:32]3)(O)[C@@H:9]([C:13]2[CH:25]=[CH:24][C:16]([C:17]([O:19]C(C)(C)C)=[O:18])=[CH:15][CH:14]=2)[CH2:10][CH2:11][CH3:12])=[CH:4][CH:3]=1.C([SiH](CC)CC)C, predict the reaction product. The product is: [Cl:1][C:2]1[CH:7]=[CH:6][C:5]([CH:8]([C:27]2[CH:36]=[CH:35][CH:34]=[C:33]3[C:28]=2[CH:29]=[CH:30][C:31]([O:37][CH3:38])=[N:32]3)[C@@H:9]([C:13]2[CH:25]=[CH:24][C:16]([C:17]([OH:19])=[O:18])=[CH:15][CH:14]=2)[CH2:10][CH2:11][CH3:12])=[CH:4][CH:3]=1. (8) Given the reactants [CH2:1]([C:8]1[NH:12][C:11]([C:13]2[CH:18]=[CH:17][CH:16]=[CH:15][C:14]=2OC)=[N:10][N:9]=1)[C:2]1[CH:7]=[CH:6][CH:5]=[CH:4][CH:3]=1.[C:21](C1C=CC(C#N)=CC=1)([CH3:24])([CH3:23])[CH3:22], predict the reaction product. The product is: [CH2:1]([C:8]1[NH:12][C:11]([C:13]2[CH:18]=[CH:17][C:16]([C:21]([CH3:24])([CH3:23])[CH3:22])=[CH:15][CH:14]=2)=[N:10][N:9]=1)[C:2]1[CH:7]=[CH:6][CH:5]=[CH:4][CH:3]=1. (9) Given the reactants [C:1]([C:3]1[CH:4]=[C:5]([CH:27]=[CH:28][C:29]=1[CH3:30])[C:6]([NH:8][C:9]1[CH:14]=[CH:13][C:12]([CH2:15][N:16]2[CH2:21][CH2:20][N:19]([CH3:22])[CH2:18][CH2:17]2)=[C:11]([C:23]([F:26])([F:25])[F:24])[CH:10]=1)=[O:7])#[CH:2].[C:31]([NH:34][C:35]1[N:44]=[CH:43][C:42]2[C:37](=[CH:38][C:39](Br)=[CH:40][CH:41]=2)[N:36]=1)(=[O:33])[CH3:32], predict the reaction product. The product is: [C:31]([NH:34][C:35]1[N:44]=[CH:43][C:42]2[C:37](=[CH:38][C:39]([C:2]#[C:1][C:3]3[CH:4]=[C:5]([CH:27]=[CH:28][C:29]=3[CH3:30])[C:6]([NH:8][C:9]3[CH:14]=[CH:13][C:12]([CH2:15][N:16]4[CH2:17][CH2:18][N:19]([CH3:22])[CH2:20][CH2:21]4)=[C:11]([C:23]([F:25])([F:24])[F:26])[CH:10]=3)=[O:7])=[CH:40][CH:41]=2)[N:36]=1)(=[O:33])[CH3:32].